This data is from Forward reaction prediction with 1.9M reactions from USPTO patents (1976-2016). The task is: Predict the product of the given reaction. Given the reactants ClC(Cl)(O[C:5](=[O:11])OC(Cl)(Cl)Cl)Cl.[NH2:13][C:14]1[CH:19]=[CH:18][C:17]([C:20]2[CH:25]=[CH:24][C:23]([C:26]([F:29])([F:28])[F:27])=[CH:22][CH:21]=2)=[CH:16][C:15]=1[CH2:30][NH:31][CH2:32][CH2:33][O:34][Si](C(C)(C)C)(C)C.C(=O)([O-])[O-].[K+].[K+], predict the reaction product. The product is: [OH:34][CH2:33][CH2:32][N:31]1[CH2:30][C:15]2[C:14](=[CH:19][CH:18]=[C:17]([C:20]3[CH:25]=[CH:24][C:23]([C:26]([F:27])([F:28])[F:29])=[CH:22][CH:21]=3)[CH:16]=2)[NH:13][C:5]1=[O:11].